Dataset: Catalyst prediction with 721,799 reactions and 888 catalyst types from USPTO. Task: Predict which catalyst facilitates the given reaction. (1) Product: [C:19]([SiH2:18][O:17][C:16]([CH3:24])([CH3:23])[C:12]12[O:15][C:8]([C:7]([CH3:32])([CH3:33])[O:6][SiH2:5][C:1]([CH3:4])([CH3:2])[CH3:3])([CH2:14][CH2:13]1)[CH2:9][C:10]([C:25]1[CH:30]=[CH:29][C:28]([NH2:31])=[CH:27][CH:26]=1)=[CH:11]2)([CH3:20])([CH3:21])[CH3:22]. Reactant: [C:1]([SiH2:5][O:6][C:7]([CH3:33])([CH3:32])[C:8]12[O:15][C:12]([C:16]([CH3:24])([CH3:23])[O:17][SiH2:18][C:19]([CH3:22])([CH3:21])[CH3:20])([CH:13]=[CH:14]1)[CH2:11][C:10]([C:25]1[CH:30]=[CH:29][C:28]([NH2:31])=[CH:27][CH:26]=1)=[CH:9]2)([CH3:4])([CH3:3])[CH3:2]. The catalyst class is: 847. (2) Reactant: [C:1]([O:5][C:6]([N:8]1[CH2:23][CH2:22][CH2:21][C:9]21[C:12](=[O:13])[N:11]([C@@H:14]([C@H:18]([OH:20])[CH3:19])[C:15](O)=[O:16])[CH2:10]2)=[O:7])([CH3:4])([CH3:3])[CH3:2].CCN(C(C)C)C(C)C.CCN=C=NCCCN(C)C.Cl.C1C=CC2N(O)N=NC=2C=1.[N:55]1[CH:60]=[CH:59][CH:58]=[N:57][C:56]=1[CH2:61][NH2:62]. Product: [OH:20][C@H:18]([CH3:19])[C@H:14]([N:11]1[CH2:10][C:9]2([CH2:21][CH2:22][CH2:23][N:8]2[C:6]([O:5][C:1]([CH3:2])([CH3:4])[CH3:3])=[O:7])[C:12]1=[O:13])[C:15](=[O:16])[NH:62][CH2:61][C:56]1[N:57]=[CH:58][CH:59]=[CH:60][N:55]=1. The catalyst class is: 2.